This data is from Reaction yield outcomes from USPTO patents with 853,638 reactions. The task is: Predict the reaction yield, written as a fraction of the theoretical maximum amount of product (1.0 means a 100% yield; for example, 0.34 means a 34% yield). (1) The reactants are [N:1]1[CH:6]=[CH:5][C:4]([N:7]2[CH2:16][CH2:15][CH:10]([C:11](OC)=[O:12])[CH2:9][CH2:8]2)=[CH:3][CH:2]=1.[H-].[Al+3].[Li+].[H-].[H-].[H-].[OH-].[Na+].C(C(C(C([O-])=O)O)O)([O-])=O.[Na+].[Na+].C(C(C(C([O-])=O)O)O)([O-])=O.[K+].[K+]. The catalyst is O1CCCC1.O.C(OCC)(=O)C. The product is [N:1]1[CH:6]=[CH:5][C:4]([N:7]2[CH2:8][CH2:9][CH:10]([CH2:11][OH:12])[CH2:15][CH2:16]2)=[CH:3][CH:2]=1. The yield is 0.680. (2) The reactants are [N+:1]([C:4]1[CH:22]=[CH:21][C:7]([CH2:8][O:9][C:10]([CH:12]2[C:20]3[C:15](=[CH:16][CH:17]=[CH:18][CH:19]=3)[CH2:14][CH2:13]2)=[O:11])=[CH:6][CH:5]=1)([O-:3])=[O:2].[Cl:23][S:24](O)(=[O:26])=[O:25]. The catalyst is C(Cl)(Cl)Cl. The product is [N+:1]([C:4]1[CH:5]=[CH:6][C:7]([CH2:8][O:9][C:10]([CH:12]2[C:20]3[C:15](=[CH:16][CH:17]=[C:18]([S:24]([Cl:23])(=[O:26])=[O:25])[CH:19]=3)[CH2:14][CH2:13]2)=[O:11])=[CH:21][CH:22]=1)([O-:3])=[O:2]. The yield is 0.270.